Dataset: Forward reaction prediction with 1.9M reactions from USPTO patents (1976-2016). Task: Predict the product of the given reaction. Given the reactants [CH2:1]([N:8]1[C:16]2[C:15]3=[N:17][C@H:18]([CH2:20][C:21]4[CH:26]=[CH:25][CH:24]=[CH:23][CH:22]=4)[CH2:19][N:14]3[C:13](Cl)=[N:12][C:11]=2[N:10]=[C:9]1[CH:28]1[CH2:32][CH2:31][CH2:30][CH2:29]1)[C:2]1[CH:7]=[CH:6][CH:5]=[CH:4][CH:3]=1.[OH-:33].[Na+], predict the reaction product. The product is: [CH2:1]([N:8]1[C:16]2[C:15]3=[N:17][C@H:18]([CH2:20][C:21]4[CH:26]=[CH:25][CH:24]=[CH:23][CH:22]=4)[CH2:19][N:14]3[C:13](=[O:33])[NH:12][C:11]=2[N:10]=[C:9]1[CH:28]1[CH2:32][CH2:31][CH2:30][CH2:29]1)[C:2]1[CH:7]=[CH:6][CH:5]=[CH:4][CH:3]=1.